From a dataset of Catalyst prediction with 721,799 reactions and 888 catalyst types from USPTO. Predict which catalyst facilitates the given reaction. Reactant: [F:1][C:2]1[C:7](I)=[N:6][CH:5]=[CH:4][N:3]=1.[O:9]1[CH2:14][CH:13]=[C:12](B2OC(C)(C)C(C)(C)O2)[CH2:11][CH2:10]1.C(=O)([O-])[O-].[Na+].[Na+]. Product: [O:9]1[CH2:10][CH:11]=[C:12]([C:7]2[C:2]([F:1])=[N:3][CH:4]=[CH:5][N:6]=2)[CH2:13][CH2:14]1. The catalyst class is: 149.